Predict which catalyst facilitates the given reaction. From a dataset of Catalyst prediction with 721,799 reactions and 888 catalyst types from USPTO. (1) Reactant: [Cl:1][C:2]1[C:3]([CH3:22])=[C:4]([C:19](O)=[O:20])[C:5]([C:11]2[CH:16]=[C:15]([F:17])[CH:14]=[C:13]([F:18])[CH:12]=2)=[C:6]([CH:8]([OH:10])[CH3:9])[CH:7]=1.Cl.[CH2:24]([NH2:26])[CH3:25].F[P-](F)(F)(F)(F)F.N1(O[P+](N(C)C)(N(C)C)N(C)C)C2C=CC=CC=2N=N1.C(N(CC)C(C)C)(C)C. Product: [Cl:1][C:2]1[C:3]([CH3:22])=[C:4]([C:19]([NH:26][CH2:24][CH3:25])=[O:20])[C:5]([C:11]2[CH:16]=[C:15]([F:17])[CH:14]=[C:13]([F:18])[CH:12]=2)=[C:6]([CH:8]([OH:10])[CH3:9])[CH:7]=1. The catalyst class is: 9. (2) The catalyst class is: 75. Product: [CH3:25][O:26][C:27]([CH:29]1[CH2:30][CH2:31][CH:32]([C:35]2[CH:40]=[C:39]([N:41]([CH2:50][O:51][CH2:52][CH2:53][Si:54]([CH3:57])([CH3:56])[CH3:55])[CH2:42][O:43][CH2:44][CH2:45][Si:46]([CH3:48])([CH3:49])[CH3:47])[N:38]3[N:58]=[CH:59][C:60]([C:3]4[CH:2]=[N:1][C:10]5[C:5]([CH:4]=4)=[CH:6][CH:7]=[CH:8][CH:9]=5)=[C:37]3[N:36]=2)[CH2:33][CH2:34]1)=[O:28]. Reactant: [N:1]1[C:10]2[C:5](=[CH:6][CH:7]=[CH:8][CH:9]=2)[CH:4]=[C:3](B(O)O)[CH:2]=1.[O-]P([O-])([O-])=O.[K+].[K+].[K+].C(Cl)Cl.[CH3:25][O:26][C:27]([CH:29]1[CH2:34][CH2:33][CH:32]([C:35]2[CH:40]=[C:39]([N:41]([CH2:50][O:51][CH2:52][CH2:53][Si:54]([CH3:57])([CH3:56])[CH3:55])[CH2:42][O:43][CH2:44][CH2:45][Si:46]([CH3:49])([CH3:48])[CH3:47])[N:38]3[N:58]=[CH:59][C:60](I)=[C:37]3[N:36]=2)[CH2:31][CH2:30]1)=[O:28].